This data is from Forward reaction prediction with 1.9M reactions from USPTO patents (1976-2016). The task is: Predict the product of the given reaction. (1) Given the reactants Br[C:2]1[CH:3]=[CH:4][CH:5]=[C:6]2[C:10]=1[NH:9][CH:8]=[CH:7]2.[C:11]([O:15][CH3:16])(=[O:14])[CH:12]=[CH2:13].C(N(CC)C(C)C)(C)C.Cl, predict the reaction product. The product is: [NH:9]1[C:10]2[C:6](=[CH:5][CH:4]=[CH:3][C:2]=2[CH:13]=[CH:12][C:11]([O:15][CH3:16])=[O:14])[CH:7]=[CH:8]1. (2) Given the reactants Cl[C:2]1[CH:7]=[CH:6][C:5]([N+:8]([O-:10])=[O:9])=[CH:4][N:3]=1.C(=O)([O-])[O-].[K+].[K+].Cl.[CH3:18][C:19]1[C:36]([CH3:37])=[CH:35][C:22]2[NH:23][C:24]([C:26]3[NH:27][N:28]=[C:29]4[C:34]=3[CH2:33][CH2:32][NH:31][CH2:30]4)=[N:25][C:21]=2[CH:20]=1.O, predict the reaction product. The product is: [CH3:37][C:36]1[C:19]([CH3:18])=[CH:20][C:21]2[NH:25][C:24]([C:26]3[NH:27][N:28]=[C:29]4[C:34]=3[CH2:33][CH2:32][N:31]([C:2]3[CH:7]=[CH:6][C:5]([N+:8]([O-:10])=[O:9])=[CH:4][N:3]=3)[CH2:30]4)=[N:23][C:22]=2[CH:35]=1. (3) Given the reactants [C:1]([C:5]1[S:9][C:8]([C:10]([NH:12][C@@H:13]([CH2:26][C:27]2[CH:32]=[CH:31][C:30]([C:33]3[N:38]=[CH:37][C:36]([C:39]4[CH:44]=[CH:43][C:42]([OH:45])=[C:41]([F:46])[CH:40]=4)=[CH:35][N:34]=3)=[CH:29][CH:28]=2)[C:14]([NH:16][C@@H:17]([C:19]([O:21][C:22]([CH3:25])([CH3:24])[CH3:23])=[O:20])[CH3:18])=[O:15])=[O:11])=[CH:7][CH:6]=1)([CH3:4])([CH3:3])[CH3:2].C1(N([S:58]([C:61]([F:64])([F:63])[F:62])(=[O:60])=[O:59])S(C)(=O)=O)C=CC=CC=1.CCN(C(C)C)C(C)C, predict the reaction product. The product is: [C:1]([C:5]1[S:9][C:8]([C:10]([NH:12][C@@H:13]([CH2:26][C:27]2[CH:32]=[CH:31][C:30]([C:33]3[N:34]=[CH:35][C:36]([C:39]4[CH:44]=[CH:43][C:42]([O:45][S:58]([C:61]([F:64])([F:63])[F:62])(=[O:60])=[O:59])=[C:41]([F:46])[CH:40]=4)=[CH:37][N:38]=3)=[CH:29][CH:28]=2)[C:14]([NH:16][C@@H:17]([C:19]([O:21][C:22]([CH3:25])([CH3:23])[CH3:24])=[O:20])[CH3:18])=[O:15])=[O:11])=[CH:7][CH:6]=1)([CH3:2])([CH3:3])[CH3:4].